From a dataset of Peptide-MHC class II binding affinity with 134,281 pairs from IEDB. Regression. Given a peptide amino acid sequence and an MHC pseudo amino acid sequence, predict their binding affinity value. This is MHC class II binding data. (1) The peptide sequence is LPRLIAFTSEHSHFS. The MHC is DRB1_0901 with pseudo-sequence DRB1_0901. The binding affinity (normalized) is 0.484. (2) The peptide sequence is AVFEYTIDCDGSILG. The MHC is HLA-DQA10601-DQB10402 with pseudo-sequence HLA-DQA10601-DQB10402. The binding affinity (normalized) is 0.189. (3) The peptide sequence is GMTGMLWETSLLDPE. The MHC is DRB3_0202 with pseudo-sequence DRB3_0202. The binding affinity (normalized) is 0.0304. (4) The peptide sequence is VKPLYIITPTNVSHI. The MHC is HLA-DQA10102-DQB10602 with pseudo-sequence HLA-DQA10102-DQB10602. The binding affinity (normalized) is 0.149. (5) The peptide sequence is ALKESWGAIWRIDTP. The MHC is DRB1_1602 with pseudo-sequence DRB1_1602. The binding affinity (normalized) is 0.351. (6) The peptide sequence is GQNYTYKWETFLTRE. The MHC is DRB5_0101 with pseudo-sequence DRB5_0101. The binding affinity (normalized) is 0.345.